From a dataset of Reaction yield outcomes from USPTO patents with 853,638 reactions. Predict the reaction yield, written as a fraction of the theoretical maximum amount of product (1.0 means a 100% yield; for example, 0.34 means a 34% yield). (1) The reactants are [C:1]([O:5][C:6]([CH:8]1[CH2:16][CH:15]2[CH:10]([CH2:11][CH2:12][CH2:13][CH2:14]2)[N:9]1[C:17](=[O:34])[CH:18]([NH:23]C(OCC1C=CC=CC=1)=O)[C:19]([CH3:22])([CH3:21])[CH3:20])=[O:7])([CH3:4])([CH3:3])[CH3:2]. The catalyst is CCO.[OH-].[OH-].[Pd+2]. The product is [C:1]([O:5][C:6]([CH:8]1[CH2:16][CH:15]2[CH:10]([CH2:11][CH2:12][CH2:13][CH2:14]2)[N:9]1[C:17](=[O:34])[CH:18]([NH2:23])[C:19]([CH3:22])([CH3:21])[CH3:20])=[O:7])([CH3:4])([CH3:2])[CH3:3]. The yield is 1.00. (2) The reactants are [CH3:1][N:2]([CH3:25])[CH2:3][CH2:4][O:5][C:6]1[CH:7]=[C:8]([NH:14][S:15]([C:18]2[CH:23]=[CH:22][C:21](I)=[CH:20][CH:19]=2)(=[O:17])=[O:16])[CH:9]=[CH:10][C:11]=1[O:12][CH3:13].[F:26][C:27]1[CH:41]=[CH:40][C:30]([CH2:31][O:32][CH2:33][C:34]([NH:36][CH2:37][C:38]#[CH:39])=[O:35])=[CH:29][CH:28]=1.C(N(CC)CC)C.FC1C=CC(COCC(NCC#CC2C=CC(S(=O)(=O)NC3C=C(OC)C(OC)=C(OC)C=3)=CC=2)=O)=CC=1. The catalyst is C(#N)C.Cl[Pd](Cl)([P](C1C=CC=CC=1)(C1C=CC=CC=1)C1C=CC=CC=1)[P](C1C=CC=CC=1)(C1C=CC=CC=1)C1C=CC=CC=1.[Cu]I. The product is [CH3:1][N:2]([CH3:25])[CH2:3][CH2:4][O:5][C:6]1[CH:7]=[C:8]([NH:14][S:15]([C:18]2[CH:23]=[CH:22][C:21]([C:39]#[C:38][CH2:37][NH:36][C:34](=[O:35])[CH2:33][O:32][CH2:31][C:30]3[CH:29]=[CH:28][C:27]([F:26])=[CH:41][CH:40]=3)=[CH:20][CH:19]=2)(=[O:17])=[O:16])[CH:9]=[CH:10][C:11]=1[O:12][CH3:13]. The yield is 0.680. (3) The reactants are C(=O)([O-])OC[C:4]1[CH:9]=[C:8]([N+:10]([O-:12])=[O:11])[C:7]([Br:13])=[CH:6][C:5]=1[CH:14]1[CH2:19][CH2:18][CH2:17][CH2:16][CH2:15]1.[OH-:22].[K+].Cl. The catalyst is CO. The product is [Br:13][C:7]1[C:8]([N+:10]([O-:12])=[O:11])=[CH:9][C:4]([OH:22])=[C:5]([CH:14]2[CH2:19][CH2:18][CH2:17][CH2:16][CH2:15]2)[CH:6]=1. The yield is 0.950. (4) The reactants are [Br:1][C:2]1[N:7]=[C:6]([CH3:8])[N:5]=[C:4]([CH:9]=[N:10][OH:11])[CH:3]=1.[CH2:12]=[CH:13][C:14]1[CH:19]=[CH:18][CH:17]=[CH:16][CH:15]=1.Cl[O-].[Na+]. The catalyst is C(Cl)Cl. The product is [Br:1][C:2]1[N:7]=[C:6]([CH3:8])[N:5]=[C:4]([C:9]2[CH2:12][CH:13]([C:14]3[CH:19]=[CH:18][CH:17]=[CH:16][CH:15]=3)[O:11][N:10]=2)[CH:3]=1. The yield is 0.424. (5) The reactants are [CH3:1][N:2]1[CH2:7][CH:6]=[C:5]([C:8]2[CH:9]=[CH:10][C:11]([N+:14]([O-])=O)=[N:12][CH:13]=2)[CH2:4][CH2:3]1. The catalyst is [Pd].CO. The product is [CH3:1][N:2]1[CH2:7][CH2:6][CH:5]([C:8]2[CH:9]=[CH:10][C:11]([NH2:14])=[N:12][CH:13]=2)[CH2:4][CH2:3]1. The yield is 0.925.